The task is: Predict the product of the given reaction.. This data is from Forward reaction prediction with 1.9M reactions from USPTO patents (1976-2016). (1) Given the reactants [CH2:1]1[C:3]2([CH2:8][C:7](=[O:9])[O:6][C:5](=[O:10])[CH2:4]2)[CH2:2]1.[CH3:11][Mg]Br.CC1CCCO1.Cl, predict the reaction product. The product is: [O:9]=[C:7]([CH3:11])[CH2:8][C:3]1([CH2:4][C:5]([OH:6])=[O:10])[CH2:2][CH2:1]1. (2) Given the reactants [CH3:1][O:2][C:3]1[CH:8]=[C:7]([O:9][CH3:10])[CH:6]=[CH:5][C:4]=1[CH:11]=[CH:12][N+:13]([O-])=O.[N:16]([Si](C)(C)C)=[N+:17]=[N-].CN(C=O)C.[F-].C([N+](CCCC)(CCCC)CCCC)CCC, predict the reaction product. The product is: [CH3:1][O:2][C:3]1[CH:8]=[C:7]([O:9][CH3:10])[CH:6]=[CH:5][C:4]=1[C:11]1[CH:12]=[N:13][NH:17][N:16]=1. (3) The product is: [CH3:8][C:6]1[C:5]([N+:9]([O-:11])=[O:10])=[CH:4][CH:3]=[C:2]([CH:12]=[CH2:13])[N:7]=1. Given the reactants Cl[C:2]1[N:7]=[C:6]([CH3:8])[C:5]([N+:9]([O-:11])=[O:10])=[CH:4][CH:3]=1.[CH2:12]([Sn](CCCC)(CCCC)C=C)[CH2:13]CC, predict the reaction product.